Dataset: Catalyst prediction with 721,799 reactions and 888 catalyst types from USPTO. Task: Predict which catalyst facilitates the given reaction. (1) Reactant: [Cl:1][C:2]1[C:7]([NH2:8])=[CH:6][CH:5]=[CH:4][N:3]=1.[CH:9](NC(C)C)(C)C.[Li].IC.[NH4+].[Cl-]. Product: [Cl:1][C:2]1[C:7]([NH:8][CH3:9])=[CH:6][CH:5]=[CH:4][N:3]=1. The catalyst class is: 1. (2) Reactant: [C:1]([Si:5]([CH3:41])([CH3:40])[O:6][CH:7]([C:36]([CH3:39])([CH3:38])[CH3:37])[CH2:8][CH2:9][C:10]1[CH:15]=[CH:14][C:13]([C:16]([C:21]2[CH:26]=[CH:25][C:24]([C:27]3[O:31][C:30]([CH:32]=O)=[CH:29][CH:28]=3)=[C:23]([CH3:34])[CH:22]=2)([CH2:19][CH3:20])[CH2:17][CH3:18])=[CH:12][C:11]=1[CH3:35])([CH3:4])([CH3:3])[CH3:2].C[Si]([N-][Si](C)(C)C)(C)C.[K+].[Cl-].[CH3:53][O:54][CH2:55][P+](C1C=CC=CC=1)(C1C=CC=CC=1)C1C=CC=CC=1.[Cl-].[NH4+]. Product: [C:1]([Si:5]([O:6][CH:7]([CH2:8][CH2:9][C:10]1[CH:15]=[CH:14][C:13]([C:16]([CH2:17][CH3:18])([C:21]2[CH:26]=[CH:25][C:24]([C:27]3[O:31][C:30]([CH:32]=[CH:53][O:54][CH3:55])=[CH:29][CH:28]=3)=[C:23]([CH3:34])[CH:22]=2)[CH2:19][CH3:20])=[CH:12][C:11]=1[CH3:35])[C:36]([CH3:38])([CH3:39])[CH3:37])([CH3:40])[CH3:41])([CH3:4])([CH3:2])[CH3:3]. The catalyst class is: 133.